From a dataset of Catalyst prediction with 721,799 reactions and 888 catalyst types from USPTO. Predict which catalyst facilitates the given reaction. (1) Reactant: [C:1]([O:5][C:6](=[O:21])[CH2:7][O:8][C:9]1[C:14]2[CH2:15][CH2:16][CH2:17][CH2:18][CH:19]([NH2:20])[C:13]=2[CH:12]=[CH:11][CH:10]=1)([CH3:4])([CH3:3])[CH3:2].[F:22][C:23]1[CH:24]=[C:25]([S:33](Cl)(=[O:35])=[O:34])[CH:26]=[C:27]([C:29]([F:32])([F:31])[F:30])[CH:28]=1.C(N(C(C)C)CC)(C)C. Product: [C:1]([O:5][C:6](=[O:21])[CH2:7][O:8][C:9]1[C:14]2[CH2:15][CH2:16][CH2:17][CH2:18][CH:19]([NH:20][S:33]([C:25]3[CH:26]=[C:27]([C:29]([F:30])([F:31])[F:32])[CH:28]=[C:23]([F:22])[CH:24]=3)(=[O:35])=[O:34])[C:13]=2[CH:12]=[CH:11][CH:10]=1)([CH3:4])([CH3:2])[CH3:3]. The catalyst class is: 1. (2) Reactant: [C:1]1([CH:7]2[O:11][N:10]=[C:9]([C:12]3[N:13]=[C:14]([CH:17]4[CH2:22][CH2:21][NH:20][CH2:19][CH2:18]4)[S:15][CH:16]=3)[CH2:8]2)[CH:6]=[CH:5][CH:4]=[CH:3][CH:2]=1.[CH2:23]([N:28]=[C:29]=[O:30])[CH2:24][CH2:25][CH2:26][CH3:27]. Product: [C:1]1([CH:7]2[O:11][N:10]=[C:9]([C:12]3[N:13]=[C:14]([CH:17]4[CH2:22][CH2:21][N:20]([C:29]([NH:28][CH2:23][CH2:24][CH2:25][CH2:26][CH3:27])=[O:30])[CH2:19][CH2:18]4)[S:15][CH:16]=3)[CH2:8]2)[CH:2]=[CH:3][CH:4]=[CH:5][CH:6]=1. The catalyst class is: 268.